Dataset: hERG Central: cardiac toxicity at 1µM, 10µM, and general inhibition. Task: Predict hERG channel inhibition at various concentrations. (1) The drug is CCOCCCNC(=O)CN1N=C(c2ccc(C)cc2)CCC1=O. Results: hERG_inhib (hERG inhibition (general)): blocker. (2) Results: hERG_inhib (hERG inhibition (general)): blocker. The drug is COc1ccc(OC)c(CN2CCN(C(=O)CNC(=O)c3ccc(C(C)(C)C)cc3)CC2)c1. (3) The compound is Cc1ccc(-c2cnc(SCC(=O)N3CCCc4ccccc43)n2C)cc1. Results: hERG_inhib (hERG inhibition (general)): blocker.